The task is: Predict the product of the given reaction.. This data is from Forward reaction prediction with 1.9M reactions from USPTO patents (1976-2016). (1) Given the reactants [CH2:1]([N:4]([C:16]([CH3:23])([CH3:22])[C:17]([O:19]CC)=[O:18])[NH:5][C:6](=[O:15])[NH:7][CH2:8][C:9]1[CH:14]=[CH:13][CH:12]=[CH:11][CH:10]=1)[CH:2]=[CH2:3].O.[OH-].[Li+], predict the reaction product. The product is: [CH2:1]([N:4]([C:16]([CH3:23])([CH3:22])[C:17]([OH:19])=[O:18])[NH:5][C:6](=[O:15])[NH:7][CH2:8][C:9]1[CH:14]=[CH:13][CH:12]=[CH:11][CH:10]=1)[CH:2]=[CH2:3]. (2) Given the reactants FC(F)(F)C(O)=O.[Br:8][C:9]1[CH:10]=[C:11]([CH:20]=[CH:21][CH:22]=1)[C:12]([C:14]1[CH:19]=[CH:18][CH:17]=[CH:16][CH:15]=1)=O.[BH4-].[Na+].[OH-].[Na+], predict the reaction product. The product is: [CH2:12]([C:11]1[CH:20]=[CH:21][CH:22]=[C:9]([Br:8])[CH:10]=1)[C:14]1[CH:15]=[CH:16][CH:17]=[CH:18][CH:19]=1. (3) Given the reactants [CH3:1][N:2]1[CH2:11][CH:10]2[N:4]([N:5]=[C:6]([C:19]3[CH:24]=[CH:23][C:22]([N+:25]([O-])=O)=[CH:21][CH:20]=3)[C:7]3[CH:15]=[C:14]4[O:16][CH2:17][O:18][C:13]4=[CH:12][C:8]=3[CH2:9]2)[C:3]1=[O:28].O.NN.C(O)C, predict the reaction product. The product is: [NH2:25][C:22]1[CH:21]=[CH:20][C:19]([C:6]2[C:7]3[CH:15]=[C:14]4[O:16][CH2:17][O:18][C:13]4=[CH:12][C:8]=3[CH2:9][CH:10]3[CH2:11][N:2]([CH3:1])[C:3](=[O:28])[N:4]3[N:5]=2)=[CH:24][CH:23]=1. (4) Given the reactants [F:1][C:2]1[CH:9]=[C:8]([OH:10])[CH:7]=[CH:6][C:3]=1[C:4]#[N:5].[F:11][C:12]1[CH:19]=[CH:18][C:15]([CH2:16]Br)=[CH:14][CH:13]=1, predict the reaction product. The product is: [F:1][C:2]1[CH:9]=[C:8]([O:10][CH2:16][C:15]2[CH:18]=[CH:19][C:12]([F:11])=[CH:13][CH:14]=2)[CH:7]=[CH:6][C:3]=1[C:4]#[N:5]. (5) The product is: [CH3:20][O:19][C:16]1[CH:17]=[C:18]2[C:13](=[CH:14][C:15]=1[O:21][CH2:22][CH:23]1[CH2:28][CH2:27][NH:26][CH2:25][CH2:24]1)[N:12]=[CH:11][CH:10]=[C:9]2[O:8][C:5]1[CH:4]=[CH:3][C:2]([NH:1][C:49]([C:46]2[S:47][CH:48]=[C:44]([C:39]3[CH:40]=[CH:41][CH:42]=[CH:43][C:38]=3[O:37][CH3:36])[N:45]=2)=[O:50])=[N:7][CH:6]=1. Given the reactants [NH2:1][C:2]1[N:7]=[CH:6][C:5]([O:8][C:9]2[C:18]3[C:13](=[CH:14][C:15]([O:21][CH2:22][CH:23]4[CH2:28][CH2:27][N:26](C(OC(C)(C)C)=O)[CH2:25][CH2:24]4)=[C:16]([O:19][CH3:20])[CH:17]=3)[N:12]=[CH:11][CH:10]=2)=[CH:4][CH:3]=1.[CH3:36][O:37][C:38]1[CH:43]=[CH:42][CH:41]=[CH:40][C:39]=1[C:44]1[N:45]=[C:46]([C:49](Cl)=[O:50])[S:47][CH:48]=1.COC1C=CC=CC=1C1N=C(C(O)=O)SC=1, predict the reaction product.